Task: Predict the reactants needed to synthesize the given product.. Dataset: Full USPTO retrosynthesis dataset with 1.9M reactions from patents (1976-2016) (1) Given the product [F:1][C:2]1[CH:3]=[CH:4][C:5]2[N:6]([C:8]([CH3:25])=[C:9]([N:11]([CH2:39][C:38]3[CH:41]=[CH:42][C:35]([O:34][C:33]([F:32])([F:43])[F:44])=[CH:36][CH:37]=3)[S:12]([C:15]3[CH:24]=[CH:23][C:18]([C:19]([O:21][CH3:22])=[O:20])=[CH:17][CH:16]=3)(=[O:14])=[O:13])[N:10]=2)[CH:7]=1, predict the reactants needed to synthesize it. The reactants are: [F:1][C:2]1[CH:3]=[CH:4][C:5]2[N:6]([C:8]([CH3:25])=[C:9]([NH:11][S:12]([C:15]3[CH:24]=[CH:23][C:18]([C:19]([O:21][CH3:22])=[O:20])=[CH:17][CH:16]=3)(=[O:14])=[O:13])[N:10]=2)[CH:7]=1.C([O-])([O-])=O.[K+].[K+].[F:32][C:33]([F:44])([F:43])[O:34][C:35]1[CH:42]=[CH:41][C:38]([CH2:39]Br)=[CH:37][CH:36]=1. (2) Given the product [F:1][C:2]1[CH:3]=[C:4]([CH:46]=[C:47]([F:49])[CH:48]=1)[CH2:5][C:6]1[CH:7]=[C:8]2[C:12](=[CH:13][CH:14]=1)[N:11]([C:15]([C:22]1[CH:27]=[CH:26][CH:25]=[CH:24][CH:23]=1)([C:28]1[CH:33]=[CH:32][CH:31]=[CH:30][CH:29]=1)[C:16]1[CH:21]=[CH:20][CH:19]=[CH:18][CH:17]=1)[N:10]=[C:9]2[NH:34][C:35](=[O:45])[C:36]1[CH:41]=[C:40]([CH:39]=[CH:38][C:37]=1[F:44])[C:42]([OH:56])=[O:43], predict the reactants needed to synthesize it. The reactants are: [F:1][C:2]1[CH:3]=[C:4]([CH:46]=[C:47]([F:49])[CH:48]=1)[CH2:5][C:6]1[CH:7]=[C:8]2[C:12](=[CH:13][CH:14]=1)[N:11]([C:15]([C:28]1[CH:33]=[CH:32][CH:31]=[CH:30][CH:29]=1)([C:22]1[CH:27]=[CH:26][CH:25]=[CH:24][CH:23]=1)[C:16]1[CH:21]=[CH:20][CH:19]=[CH:18][CH:17]=1)[N:10]=[C:9]2[NH:34][C:35](=[O:45])[C:36]1[CH:41]=[C:40]([CH:42]=[O:43])[CH:39]=[CH:38][C:37]=1[F:44].CC(=CC)C.Cl([O-])=[O:56].[Na+].P([O-])(O)(O)=O.[Na+].